Dataset: Catalyst prediction with 721,799 reactions and 888 catalyst types from USPTO. Task: Predict which catalyst facilitates the given reaction. (1) The catalyst class is: 14. Product: [CH2:15]([O:14][C:10]1[C:9]([OH:17])=[C:8]2[C:13]([C:4]([CH2:29][C:28]3[CH:31]=[C:24]([N+:21]([O-:23])=[O:22])[C:25]([OH:34])=[C:26]([O:32][CH3:33])[CH:27]=3)=[CH:5][N:6]=[CH:7]2)=[CH:12][CH:11]=1)[CH3:16]. Reactant: C(O[CH:4](OCC)[CH2:5][NH:6][CH2:7][C:8]1[CH:13]=[CH:12][CH:11]=[C:10]([O:14][CH2:15][CH3:16])[C:9]=1[OH:17])C.[N+:21]([C:24]1[C:25]([OH:34])=[C:26]([O:32][CH3:33])[CH:27]=[C:28]([CH:31]=1)[CH:29]=O)([O-:23])=[O:22].Cl. (2) Reactant: Cl.[Cl:2][CH2:3][CH2:4][NH2:5].C(N(CC)CC)C.[C:13](O[C:13]([C:15]([F:18])([F:17])[F:16])=[O:14])([C:15]([F:18])([F:17])[F:16])=[O:14]. Product: [Cl:2][CH2:3][CH2:4][NH:5][C:13](=[O:14])[C:15]([F:18])([F:17])[F:16]. The catalyst class is: 4. (3) Reactant: C([N:8]1[CH2:13][CH2:12][N:11]([CH2:14][C:15]2[N:24]=[C:23]([NH:25][CH2:26][CH2:27][CH2:28][N:29]([CH3:31])[CH3:30])[C:22]3[C:17](=[CH:18][CH:19]=[CH:20][CH:21]=3)[N:16]=2)[C@@H:10]([CH2:32][CH:33]([CH3:35])[CH3:34])[CH2:9]1)C1C=CC=CC=1.[Cl:36][C:37]1[CH:42]=[CH:41][C:40]([CH:43](Cl)[C:44]2[CH:49]=[CH:48][C:47]([Cl:50])=[CH:46][CH:45]=2)=[CH:39][CH:38]=1.C(=O)([O-])[O-].[K+].[K+].[I-].[K+]. Product: [Cl:36][C:37]1[CH:42]=[CH:41][C:40]([CH:43]([C:44]2[CH:49]=[CH:48][C:47]([Cl:50])=[CH:46][CH:45]=2)[N:8]2[CH2:13][CH2:12][N:11]([CH2:14][C:15]3[N:24]=[C:23]([NH:25][CH2:26][CH2:27][CH2:28][N:29]([CH3:30])[CH3:31])[C:22]4[C:17](=[CH:18][CH:19]=[CH:20][CH:21]=4)[N:16]=3)[C@@H:10]([CH2:32][CH:33]([CH3:35])[CH3:34])[CH2:9]2)=[CH:39][CH:38]=1. The catalyst class is: 545. (4) Reactant: [O:1]=[C:2]([CH2:7][CH2:8][CH2:9][CH2:10][CH2:11][CH2:12][CH2:13][CH2:14][CH2:15][CH2:16][CH2:17][CH3:18])/[CH:3]=[CH:4]/[CH:5]=[O:6].CC(=CC)C.[O-:24]Cl=O.[Na+]. Product: [O:1]=[C:2]([CH2:7][CH2:8][CH2:9][CH2:10][CH2:11][CH2:12][CH2:13][CH2:14][CH2:15][CH2:16][CH2:17][CH3:18])/[CH:3]=[CH:4]/[C:5]([OH:24])=[O:6]. The catalyst class is: 664. (5) Reactant: [N+:1]([C:4]1[CH:9]=[CH:8][CH:7]=[CH:6][C:5]=1[S:10]([NH:13][C:14]1([C:18](O)=O)[CH2:17][CH2:16][CH2:15]1)(=[O:12])=[O:11])([O-:3])=[O:2].Cl.[CH:22]12[CH2:31]C3[CH2:27][CH:28]([CH2:30]C(C3)[CH:23]1N)[CH2:29]2.F[P-](F)(F)(F)(F)F.N1([O:49][P+](N(C)C)(N(C)C)N(C)C)C2C=CC=CC=2N=N1.CC[N:62]([CH:66]([CH3:68])[CH3:67])[CH:63](C)C. Product: [CH:68]12[CH2:31][CH:22]3[CH2:29][CH:28]([CH2:30][CH:67]([CH2:23]3)[CH:66]1[NH:62][C:63]([CH2:18][C:14]1([NH:13][S:10]([C:5]3[CH:6]=[CH:7][CH:8]=[CH:9][C:4]=3[N+:1]([O-:3])=[O:2])(=[O:11])=[O:12])[CH2:15][CH2:16][CH2:17]1)=[O:49])[CH2:27]2. The catalyst class is: 2. (6) Reactant: C([O:3][C:4](=[O:16])[CH2:5][C:6]1[CH:11]=[CH:10][CH:9]=[CH:8][C:7]=1[O:12][CH2:13][O:14][CH3:15])C.[OH-].[Na+]. Product: [CH3:15][O:14][CH2:13][O:12][C:7]1[CH:8]=[CH:9][CH:10]=[CH:11][C:6]=1[CH2:5][C:4]([OH:16])=[O:3]. The catalyst class is: 5.